From a dataset of Full USPTO retrosynthesis dataset with 1.9M reactions from patents (1976-2016). Predict the reactants needed to synthesize the given product. Given the product [CH3:15][C:12]([CH3:13])([O:11][C:9]([NH:20][CH2:19][CH2:18][Br:17])=[O:10])[CH3:14], predict the reactants needed to synthesize it. The reactants are: [C:12]([O:11][C:9](O[C:9]([O:11][C:12]([CH3:15])([CH3:14])[CH3:13])=[O:10])=[O:10])([CH3:15])([CH3:14])[CH3:13].Br.[Br:17][CH2:18][CH2:19][NH2:20].CN1CCOCC1.